This data is from Full USPTO retrosynthesis dataset with 1.9M reactions from patents (1976-2016). The task is: Predict the reactants needed to synthesize the given product. (1) Given the product [CH3:1][C:2]1[N:3]=[CH:4][N:5]([C:7]2[CH:12]=[CH:11][N:10]=[C:9]([NH2:13])[C:8]=2[NH2:14])[CH:6]=1, predict the reactants needed to synthesize it. The reactants are: [CH3:1][C:2]1[N:3]=[CH:4][N:5]([C:7]2[CH:12]=[CH:11][N:10]=[C:9]([NH2:13])[C:8]=2[N+:14]([O-])=O)[CH:6]=1.C(Cl)Cl. (2) Given the product [CH2:1]([O:8][C:9]1[C:18]2[C:13](=[CH:14][CH:15]=[C:16]([CH2:19][OH:20])[CH:17]=2)[N:12]=[C:11]([N:21]2[CH2:27][C:26]3[CH:28]=[CH:29][CH:30]=[CH:31][C:25]=3[S:24][CH2:23][CH2:22]2)[N:10]=1)[C:2]1[CH:3]=[CH:4][CH:5]=[CH:6][CH:7]=1, predict the reactants needed to synthesize it. The reactants are: [CH2:1]([O:8][C:9]1[C:18]2[C:13](=[CH:14][CH:15]=[C:16]([CH:19]=[O:20])[CH:17]=2)[N:12]=[C:11]([N:21]2[CH2:27][C:26]3[CH:28]=[CH:29][CH:30]=[CH:31][C:25]=3[S:24][CH2:23][CH2:22]2)[N:10]=1)[C:2]1[CH:7]=[CH:6][CH:5]=[CH:4][CH:3]=1.[BH4-].[Na+].